Dataset: Full USPTO retrosynthesis dataset with 1.9M reactions from patents (1976-2016). Task: Predict the reactants needed to synthesize the given product. (1) Given the product [NH2:7][C:16]1[S:17][C@:18]2([C:32]([N:33]([CH3:34])[CH3:35])=[O:36])[C@H:20]([C@:21]([C:24]3[CH:29]=[C:28]([N+:43]([O-:45])=[O:44])[CH:27]=[C:26]([F:30])[C:25]=3[F:31])([CH3:23])[N:22]=1)[CH2:19]2, predict the reactants needed to synthesize it. The reactants are: C(OC(=O)[N:7]([C:16]1[S:17][C@:18]2([C:32](=[O:36])[N:33]([CH3:35])[CH3:34])[C@H:20]([C@:21]([C:24]3[CH:29]=[CH:28][CH:27]=[C:26]([F:30])[C:25]=3[F:31])([CH3:23])[N:22]=1)[CH2:19]2)COCC[Si](C)(C)C)(C)(C)C.S(=O)(=O)(O)O.[N+:43]([O-])([O-:45])=[O:44].[Na+].O.[O-]P([O-])([O-])=O.[K+].[K+].[K+]. (2) Given the product [C:22]([C:21]1[CH:24]=[C:17]([C:15]2[S:16][C:12]([C:7]3[CH:8]=[CH:9][CH:10]=[C:11]4[C:6]=3[CH2:5][CH2:4][C@@H:3]4[NH:2][C:30](=[O:31])[O:32][CH3:33])=[N:13][N:14]=2)[CH:18]=[CH:19][C:20]=1[O:25][CH:26]([CH3:28])[CH3:27])#[N:23], predict the reactants needed to synthesize it. The reactants are: Cl.[NH2:2][C@@H:3]1[C:11]2[C:6](=[C:7]([C:12]3[S:16][C:15]([C:17]4[CH:18]=[CH:19][C:20]([O:25][CH:26]([CH3:28])[CH3:27])=[C:21]([CH:24]=4)[C:22]#[N:23])=[N:14][N:13]=3)[CH:8]=[CH:9][CH:10]=2)[CH2:5][CH2:4]1.Cl[C:30]([O:32][CH3:33])=[O:31]. (3) Given the product [CH3:13][O:12][C:8]1[CH:7]=[C:6]2[C:11]([C:2]([O:14][C:15]3[CH:16]=[C:17]4[C:22](=[CH:23][CH:24]=3)[C:21]([C:25]([OH:27])=[O:26])=[CH:20][CH:19]=[CH:18]4)=[CH:3][CH:4]=[N:5]2)=[CH:10][CH:9]=1, predict the reactants needed to synthesize it. The reactants are: Cl[C:2]1[C:11]2[C:6](=[CH:7][C:8]([O:12][CH3:13])=[CH:9][CH:10]=2)[N:5]=[CH:4][CH:3]=1.[OH:14][C:15]1[CH:16]=[C:17]2[C:22](=[CH:23][CH:24]=1)[C:21]([C:25]([OH:27])=[O:26])=[CH:20][CH:19]=[CH:18]2.C([O-])([O-])=O.[Cs+].[Cs+].Cl. (4) Given the product [F:22][C:23]1[CH:24]=[C:25]([N+:30]([O-:32])=[O:31])[CH:26]=[CH:27][C:28]=1[N:10]1[CH2:11][CH2:12][N:7]([C:1]2[CH:6]=[CH:5][CH:4]=[CH:3][CH:2]=2)[CH2:8][CH2:9]1, predict the reactants needed to synthesize it. The reactants are: [C:1]1([N:7]2[CH2:12][CH2:11][NH:10][CH2:9][CH2:8]2)[CH:6]=[CH:5][CH:4]=[CH:3][CH:2]=1.C(N(C(C)C)CC)(C)C.[F:22][C:23]1[CH:24]=[C:25]([N+:30]([O-:32])=[O:31])[CH:26]=[CH:27][C:28]=1F.